Task: Predict which catalyst facilitates the given reaction.. Dataset: Catalyst prediction with 721,799 reactions and 888 catalyst types from USPTO (1) Reactant: [CH3:1][N:2]1[N:6]=[N:5][C:4]([C:7]2[CH:12]=[CH:11][C:10]([CH2:13][N:14]3[CH2:19][CH2:18][C:17](=[O:20])[CH2:16][CH2:15]3)=[CH:9][CH:8]=2)=[N:3]1.[C-:21]#[N:22].[Na+].Cl.C(OCC)(=O)C. Product: [OH:20][C:17]1([C:21]#[N:22])[CH2:18][CH2:19][N:14]([CH2:13][C:10]2[CH:9]=[CH:8][C:7]([C:4]3[N:5]=[N:6][N:2]([CH3:1])[N:3]=3)=[CH:12][CH:11]=2)[CH2:15][CH2:16]1. The catalyst class is: 316. (2) Reactant: [CH2:1]([N:8]1[CH:17]=[C:16](Br)[C:15]2[C:10](=[CH:11][CH:12]=[CH:13][CH:14]=2)[C:9]1=[O:19])[C:2]1[CH:7]=[CH:6][CH:5]=[CH:4][CH:3]=1.[CH3:20][C:21]1[C:25](B2OC(C)(C)C(C)(C)O2)=[C:24]([CH3:35])[O:23][N:22]=1.C([O-])([O-])=O.[Na+].[Na+]. Product: [CH2:1]([N:8]1[CH:17]=[C:16]([C:25]2[C:21]([CH3:20])=[N:22][O:23][C:24]=2[CH3:35])[C:15]2[C:10](=[CH:11][CH:12]=[CH:13][CH:14]=2)[C:9]1=[O:19])[C:2]1[CH:7]=[CH:6][CH:5]=[CH:4][CH:3]=1. The catalyst class is: 460.